This data is from Reaction yield outcomes from USPTO patents with 853,638 reactions. The task is: Predict the reaction yield, written as a fraction of the theoretical maximum amount of product (1.0 means a 100% yield; for example, 0.34 means a 34% yield). (1) The reactants are [NH2:1][C:2]1[CH:7]=[CH:6][CH:5]=[CH:4][N:3]=1.[F:8][C:9]([F:19])([F:18])[C:10](=O)[CH2:11][C:12](OCC)=[O:13].[Br:20]Br. The catalyst is C(O)(=O)C. The product is [BrH:20].[Br:20][C:11]1[C:12](=[O:13])[N:3]2[CH:4]=[CH:5][CH:6]=[CH:7][C:2]2=[N:1][C:10]=1[C:9]([F:19])([F:18])[F:8]. The yield is 0.450. (2) The reactants are [CH3:1][N:2]1[CH2:6][CH2:5][CH2:4][CH:3]1[CH2:7][O:8][C:9]1[CH:10]=[C:11]2[C:16](=[CH:17][CH:18]=1)[CH:15]=[C:14]([C:19]1[C:27]3[C:22](=[CH:23][CH:24]=[C:25]([C:28]#[N:29])[CH:26]=3)[N:21]([C@@H]3CCCCO3)[N:20]=1)[CH:13]=[CH:12]2.[ClH:36].[CH2:37]([OH:39])[CH3:38]. No catalyst specified. The product is [ClH:36].[ClH:36].[CH2:37]([O:39][C:28]([C:25]1[CH:26]=[C:27]2[C:22](=[CH:23][CH:24]=1)[NH:21][N:20]=[C:19]2[C:14]1[CH:13]=[CH:12][C:11]2[C:16](=[CH:17][CH:18]=[C:9]([O:8][CH2:7][C@@H:3]3[CH2:4][CH2:5][CH2:6][N:2]3[CH3:1])[CH:10]=2)[CH:15]=1)=[NH:29])[CH3:38]. The yield is 0.800. (3) The reactants are [CH2:1]([OH:3])[CH3:2].[H-].[Na+].[Cl:6][C:7]1[CH:23]=[C:22]([Cl:24])[CH:21]=[CH:20][C:8]=1[CH2:9][NH:10][C:11](=[O:19])[C:12]1[CH:17]=[CH:16][C:15](F)=[N:14][CH:13]=1. The catalyst is CN(C)C(=O)C. The product is [Cl:6][C:7]1[CH:23]=[C:22]([Cl:24])[CH:21]=[CH:20][C:8]=1[CH2:9][NH:10][C:11](=[O:19])[C:12]1[CH:17]=[CH:16][C:15]([O:3][CH2:1][CH3:2])=[N:14][CH:13]=1. The yield is 0.604. (4) The reactants are C([O-])(=O)C.[NH4+:5].O=[C:7]([CH3:23])[CH2:8][N:9]1[C:14]2[CH:15]=[CH:16][CH:17]=[C:18]([CH2:19][CH:20]=[CH2:21])[C:13]=2[O:12][CH2:11][C:10]1=O.[OH-].[NH4+]. The catalyst is CC([O-])=O.C(OCC)(=O)C. The product is [CH3:23][C:7]1[N:5]=[C:10]2[N:9]([CH:8]=1)[C:14]1[CH:15]=[CH:16][CH:17]=[C:18]([CH2:19][CH:20]=[CH2:21])[C:13]=1[O:12][CH2:11]2. The yield is 0.810. (5) The reactants are [CH:1]([C:4]1[CH:13]=[C:12]([O:14][CH3:15])[C:11]([C:16]2[N:17]=[CH:18][S:19][CH:20]=2)=[CH:10][C:5]=1[O:6][CH2:7][C:8]#[N:9])([CH3:3])[CH3:2].CC(O[CH:26]([N:30]([CH3:32])C)[N:27](C)C)(C)C.Cl.[NH2:34]C1C=CC=CC=1.C(=O)(O)O.NC(N)=N. The catalyst is O.CN1C(=O)CCC1. The product is [CH:1]([C:4]1[CH:13]=[C:12]([O:14][CH3:15])[C:11]([C:16]2[N:17]=[CH:18][S:19][CH:20]=2)=[CH:10][C:5]=1[O:6][C:7]1[C:26]([NH2:27])=[N:30][C:32]([NH2:34])=[N:9][CH:8]=1)([CH3:3])[CH3:2]. The yield is 0.680. (6) The reactants are [C@@H:1]1([N:10]2C=CC(N)=NC2=O)[O:9][C@H:6]([CH2:7]O)[C@@H:4](O)[C@H:2]1O.[C:18](OC(=O)C1C=CC=CC=1)(=O)[C:19]1C=CC=CC=1. The catalyst is CN(C=O)C. The product is [C:1]([NH2:10])(=[O:9])[C:2]1[CH:4]=[CH:6][CH:7]=[CH:19][CH:18]=1. The yield is 0.983. (7) The reactants are [CH3:1][O:2][C:3]1[CH:4]=[C:5]2[C:10](=[CH:11][C:12]=1[O:13][CH3:14])[N:9]=[CH:8][CH:7]=[C:6]2[O:15][C:16]1[CH:22]=[CH:21][C:19]([NH2:20])=[C:18]([CH3:23])[C:17]=1[CH3:24].Cl[C:26](Cl)([O:28]C(=O)OC(Cl)(Cl)Cl)Cl.[OH:37][CH:38]([C:41]1[CH:46]=[CH:45][CH:44]=[CH:43][CH:42]=1)[C:39]#[N:40].C(=O)(O)[O-].[Na+]. The catalyst is C(Cl)Cl.C(N(CC)CC)C.C1(C)C=CC=CC=1. The product is [CH3:1][O:2][C:3]1[CH:4]=[C:5]2[C:10](=[CH:11][C:12]=1[O:13][CH3:14])[N:9]=[CH:8][CH:7]=[C:6]2[O:15][C:16]1[CH:22]=[CH:21][C:19]([NH:20][C:26](=[O:28])[O:37][CH:38]([C:39]#[N:40])[C:41]2[CH:46]=[CH:45][CH:44]=[CH:43][CH:42]=2)=[C:18]([CH3:23])[C:17]=1[CH3:24]. The yield is 0.390.